Dataset: Forward reaction prediction with 1.9M reactions from USPTO patents (1976-2016). Task: Predict the product of the given reaction. (1) Given the reactants [CH3:1][C:2]([CH3:26])([O:13][C:14]([NH:16][C@H:17]([C@H:21]([OH:25])[CH:22]([CH3:24])[CH3:23])[C:18](O)=[O:19])=[O:15])[CH2:3][CH2:4][CH2:5][CH2:6][C:7]1[CH:12]=[CH:11][CH:10]=[CH:9][CH:8]=1.CC(C)(OC(N[C@H]([C@@H](O)C(C)C)C(O)=O)=O)CCCCC1C=CC=CC=1.CCN(CC)CC.CN(C(ON1N=NC2C=CC=CC1=2)=[N+](C)C)C.[B-](F)(F)(F)F, predict the reaction product. The product is: [CH3:1][C:2]([O:13][C:14](=[O:15])[NH:16][C@H:17]1[C:18](=[O:19])[O:25][C@@H:21]1[CH:22]([CH3:24])[CH3:23])([CH3:26])[CH2:3][CH2:4][CH2:5][CH2:6][C:7]1[CH:12]=[CH:11][CH:10]=[CH:9][CH:8]=1. (2) Given the reactants [OH:1][CH2:2][C@H:3]1[CH2:7][CH2:6][C:5](=[O:8])[N:4]1[CH2:9][CH2:10][CH2:11][C:12]1[S:16][C:15]([C:17]([O:19][CH3:20])=[O:18])=[CH:14][CH:13]=1.CC(OI1(OC(C)=O)(OC(C)=O)OC(=O)C2C=CC=CC1=2)=O.ClCCl, predict the reaction product. The product is: [CH:2]([C@H:3]1[CH2:7][CH2:6][C:5](=[O:8])[N:4]1[CH2:9][CH2:10][CH2:11][C:12]1[S:16][C:15]([C:17]([O:19][CH3:20])=[O:18])=[CH:14][CH:13]=1)=[O:1].